From a dataset of Forward reaction prediction with 1.9M reactions from USPTO patents (1976-2016). Predict the product of the given reaction. (1) The product is: [C:1]([O:5][C:6](=[O:32])[CH2:7][C:8]1[CH:13]=[CH:12][C:11]([N:14]([C:25]([O:27][C:28]([CH3:31])([CH3:30])[CH3:29])=[O:26])[C:15]2[C:16]3[CH2:24][CH2:23][CH2:22][C:17]=3[N:18]=[C:19]([C:36]3[CH:37]=[CH:38][C:39]([O:40][CH3:41])=[C:34]([F:33])[CH:35]=3)[N:20]=2)=[CH:10][CH:9]=1)([CH3:4])([CH3:3])[CH3:2]. Given the reactants [C:1]([O:5][C:6](=[O:32])[CH2:7][C:8]1[CH:13]=[CH:12][C:11]([N:14]([C:25]([O:27][C:28]([CH3:31])([CH3:30])[CH3:29])=[O:26])[C:15]2[C:16]3[CH2:24][CH2:23][CH2:22][C:17]=3[N:18]=[C:19](Cl)[N:20]=2)=[CH:10][CH:9]=1)([CH3:4])([CH3:3])[CH3:2].[F:33][C:34]1[CH:35]=[C:36](B(O)O)[CH:37]=[CH:38][C:39]=1[O:40][CH3:41], predict the reaction product. (2) Given the reactants C(OC([N:8]1[CH2:13][CH2:12][N:11]([C:14]2[CH:19]=[CH:18][CH:17]=[C:16]([S:20]([N:23]3[CH2:28][CH2:27][CH:26]([C:29]4[CH:34]=[CH:33][CH:32]=[CH:31][C:30]=4[F:35])[CH2:25][CH2:24]3)(=[O:22])=[O:21])[N:15]=2)[CH2:10][CH2:9]1)=O)(C)(C)C, predict the reaction product. The product is: [F:35][C:30]1[CH:31]=[CH:32][CH:33]=[CH:34][C:29]=1[CH:26]1[CH2:25][CH2:24][N:23]([S:20]([C:16]2[N:15]=[C:14]([N:11]3[CH2:12][CH2:13][NH:8][CH2:9][CH2:10]3)[CH:19]=[CH:18][CH:17]=2)(=[O:21])=[O:22])[CH2:28][CH2:27]1. (3) Given the reactants [Cl:1][C:2]1[CH:7]=[C:6]([C:8]2[N:12]=[C:11]([CH3:13])[O:10][N:9]=2)[CH:5]=[CH:4][C:3]=1[C:14]1[C:25](=[O:26])[N:24]([CH2:27][CH3:28])[C:17]2[N:18]=[C:19](SC)[N:20]=[CH:21][C:16]=2[CH:15]=1.[CH3:29][N:30]1[CH2:35][CH2:34][N:33]([C:36]2[CH:42]=[CH:41][C:39]([NH2:40])=[CH:38][CH:37]=2)[CH2:32][CH2:31]1, predict the reaction product. The product is: [Cl:1][C:2]1[CH:7]=[C:6]([C:8]2[N:12]=[C:11]([CH3:13])[O:10][N:9]=2)[CH:5]=[CH:4][C:3]=1[C:14]1[C:25](=[O:26])[N:24]([CH2:27][CH3:28])[C:17]2[N:18]=[C:19]([NH:40][C:39]3[CH:38]=[CH:37][C:36]([N:33]4[CH2:32][CH2:31][N:30]([CH3:29])[CH2:35][CH2:34]4)=[CH:42][CH:41]=3)[N:20]=[CH:21][C:16]=2[CH:15]=1.